From a dataset of Catalyst prediction with 721,799 reactions and 888 catalyst types from USPTO. Predict which catalyst facilitates the given reaction. Reactant: [C:1]([Si:5]([O:8][C:9]1[CH:14]=[CH:13][C:12]([Cl:15])=[C:11]([CH3:16])[CH:10]=1)([CH3:7])[CH3:6])([CH3:4])([CH3:3])[CH3:2].[Br:17]N1C(=O)CCC1=O. Product: [Br:17][CH2:16][C:11]1[CH:10]=[C:9]([CH:14]=[CH:13][C:12]=1[Cl:15])[O:8][Si:5]([C:1]([CH3:4])([CH3:3])[CH3:2])([CH3:7])[CH3:6]. The catalyst class is: 340.